From a dataset of Catalyst prediction with 721,799 reactions and 888 catalyst types from USPTO. Predict which catalyst facilitates the given reaction. Reactant: [CH3:1][S:2]([CH2:5][N:6]1[C:14]2[CH:13]=[C:12]([C:15]([O:17]C(C)(C)C)=[O:16])[N:11]=[CH:10][C:9]=2[CH:8]=[CH:7]1)(=[O:4])=[O:3]. Product: [CH3:1][S:2]([CH2:5][N:6]1[C:14]2[CH:13]=[C:12]([C:15]([OH:17])=[O:16])[N:11]=[CH:10][C:9]=2[CH:8]=[CH:7]1)(=[O:3])=[O:4]. The catalyst class is: 157.